Dataset: Catalyst prediction with 721,799 reactions and 888 catalyst types from USPTO. Task: Predict which catalyst facilitates the given reaction. (1) Reactant: Br[C:2]1[C:7](=[O:8])[N:6]2[CH:9]=[CH:10][CH:11]=[CH:12][C:5]2=[N:4][C:3]=1[CH2:13][CH2:14][CH2:15][CH3:16].[CH3:17][O:18][C:19]1[CH:24]=[CH:23][C:22](B(O)O)=[CH:21][CH:20]=1.C(=O)([O-])[O-].[Na+].[Na+]. Product: [CH2:13]([C:3]1[N:4]=[C:5]2[CH:12]=[CH:11][CH:10]=[CH:9][N:6]2[C:7](=[O:8])[C:2]=1[C:22]1[CH:23]=[CH:24][C:19]([O:18][CH3:17])=[CH:20][CH:21]=1)[CH2:14][CH2:15][CH3:16]. The catalyst class is: 276. (2) Reactant: [CH:1]1([C:4]2[C:5]([N:24]([C:29]3[CH:34]=[CH:33][C:32]([B:35]4[O:39]C(C)(C)C(C)(C)[O:36]4)=[C:31]([F:44])[CH:30]=3)[S:25]([CH3:28])(=[O:27])=[O:26])=[CH:6][C:7]3[O:11][C:10]([C:12]4[CH:17]=[CH:16][C:15]([F:18])=[CH:14][CH:13]=4)=[C:9]([C:19]([NH:21][CH3:22])=[O:20])[C:8]=3[CH:23]=2)[CH2:3][CH2:2]1.Cl.C1(B(O)O)C=CC=CC=1. Product: [CH:1]1([C:4]2[C:5]([N:24]([C:29]3[CH:34]=[CH:33][C:32]([B:35]([OH:36])[OH:39])=[C:31]([F:44])[CH:30]=3)[S:25]([CH3:28])(=[O:26])=[O:27])=[CH:6][C:7]3[O:11][C:10]([C:12]4[CH:17]=[CH:16][C:15]([F:18])=[CH:14][CH:13]=4)=[C:9]([C:19](=[O:20])[NH:21][CH3:22])[C:8]=3[CH:23]=2)[CH2:3][CH2:2]1. The catalyst class is: 1. (3) Reactant: [CH2:1]([O:3][C:4]1[CH:11]=[CH:10][C:7]([C:8]#[N:9])=[CH:6][N:5]=1)[CH3:2].Cl. Product: [NH2:9][CH2:8][C:7]1[CH:10]=[CH:11][C:4]([O:3][CH2:1][CH3:2])=[N:5][CH:6]=1. The catalyst class is: 1.